From a dataset of Peptide-MHC class I binding affinity with 185,985 pairs from IEDB/IMGT. Regression. Given a peptide amino acid sequence and an MHC pseudo amino acid sequence, predict their binding affinity value. This is MHC class I binding data. (1) The peptide sequence is AVLQSGFRK. The MHC is HLA-B58:01 with pseudo-sequence HLA-B58:01. The binding affinity (normalized) is 0.0847. (2) The peptide sequence is APALQEAYY. The MHC is HLA-A29:02 with pseudo-sequence HLA-A29:02. The binding affinity (normalized) is 0.298. (3) The peptide sequence is HVTQHWPQL. The MHC is HLA-A03:01 with pseudo-sequence HLA-A03:01. The binding affinity (normalized) is 0.0847. (4) The peptide sequence is TYSAGIVQI. The MHC is HLA-A29:02 with pseudo-sequence HLA-A29:02. The binding affinity (normalized) is 0. (5) The peptide sequence is VSAGESSIL. The MHC is HLA-B15:01 with pseudo-sequence HLA-B15:01. The binding affinity (normalized) is 0.